Dataset: Catalyst prediction with 721,799 reactions and 888 catalyst types from USPTO. Task: Predict which catalyst facilitates the given reaction. (1) Reactant: [CH2:1]([CH2:13][NH2:14])[CH2:2][C:3]([P:9]([OH:12])([OH:11])=[O:10])([P:5]([OH:8])([OH:7])=[O:6])[OH:4].O=C1CCC(=O)N1[O:22][C:23](=O)[C:24]#[C:25][CH2:26][CH3:27]. Product: [OH:4][C:3]([P:5](=[O:8])([OH:7])[OH:6])([P:9](=[O:11])([OH:12])[OH:10])[CH2:2][CH2:1][CH2:13][NH:14][C:23](=[O:22])[CH2:24][CH2:25][C:26]#[CH:27]. The catalyst class is: 192. (2) Reactant: Br[C:2]1[S:20][C:5]2[N:6]=[C:7]([CH3:19])[N:8]=[C:9]([CH2:10][N:11]3[CH2:16][CH2:15][S:14](=[O:18])(=[O:17])[CH2:13][CH2:12]3)[C:4]=2[CH:3]=1.CC1(C)C(C)(C)OB([C:29]2[CH2:36][CH2:35][C:32]3([CH2:34][CH2:33]3)[CH2:31][CH:30]=2)O1.C1(P(C2CCCCC2)C2C=CC=CC=2C2C(C(C)C)=CC(C(C)C)=CC=2C(C)C)CCCCC1.[O-]P([O-])([O-])=O.[K+].[K+].[K+]. Product: [O:17]=[S:14]1(=[O:18])[CH2:15][CH2:16][N:11]([CH2:10][C:9]2[C:4]3[CH:3]=[C:2]([C:29]4[CH2:36][CH2:35][C:32]5([CH2:34][CH2:33]5)[CH2:31][CH:30]=4)[S:20][C:5]=3[N:6]=[C:7]([CH3:19])[N:8]=2)[CH2:12][CH2:13]1. The catalyst class is: 552. (3) Reactant: [C:1]([C:4]1[CH:12]=[CH:11][C:7]([C:8]([OH:10])=[O:9])=[CH:6][CH:5]=1)(=O)[CH3:2].O.[C:14]([OH:18])(=O)[CH:15]=O.[CH3:19][NH:20][NH2:21]. Product: [CH3:19][N:20]1[C:14](=[O:18])[CH:15]=[CH:2][C:1]([C:4]2[CH:12]=[CH:11][C:7]([C:8]([OH:10])=[O:9])=[CH:6][CH:5]=2)=[N:21]1. The catalyst class is: 15. (4) Reactant: Cl.[NH2:2][C:3]1([CH3:22])[CH2:7][CH2:6][CH2:5][CH:4]1[NH:8][C:9](=[O:21])[O:10][C@@H:11]1[CH2:16][C@H:15]([CH3:17])[CH2:14][CH2:13][C@H:12]1[CH:18]([CH3:20])[CH3:19].Cl[C:24]1[N:29]=[CH:28][C:27]([C:30]([F:33])([F:32])[F:31])=[CH:26][N:25]=1.CCN(C(C)C)C(C)C. Product: [CH3:22][C:3]1([NH:2][C:24]2[N:29]=[CH:28][C:27]([C:30]([F:33])([F:32])[F:31])=[CH:26][N:25]=2)[CH2:7][CH2:6][CH2:5][CH:4]1[NH:8][C:9](=[O:21])[O:10][C@@H:11]1[CH2:16][C@H:15]([CH3:17])[CH2:14][CH2:13][C@H:12]1[CH:18]([CH3:19])[CH3:20]. The catalyst class is: 16. (5) The catalyst class is: 2. Product: [Si:30]([O:24][CH:15]([CH2:14][N:12]1[C:11]2[CH:10]=[CH:9][CH:8]=[CH:7][C:6]=2[C:5]2[C:13]1=[CH:1][CH:2]=[CH:3][CH:4]=2)[CH2:16][NH:17][CH2:18][C:19]1[O:20][CH:21]=[CH:22][CH:23]=1)([C:33]([CH3:36])([CH3:35])[CH3:34])([CH3:32])[CH3:31]. Reactant: [CH:1]1[C:13]2[N:12]([CH2:14][CH:15]([OH:24])[CH2:16][NH:17][CH2:18][C:19]3[O:20][CH:21]=[CH:22][CH:23]=3)[C:11]3[C:6](=[CH:7][CH:8]=[CH:9][CH:10]=3)[C:5]=2[CH:4]=[CH:3][CH:2]=1.N1C=CN=C1.[Si:30](Cl)([C:33]([CH3:36])([CH3:35])[CH3:34])([CH3:32])[CH3:31].